This data is from Full USPTO retrosynthesis dataset with 1.9M reactions from patents (1976-2016). The task is: Predict the reactants needed to synthesize the given product. (1) Given the product [CH3:1][O:2][C:3]1[N:8]=[CH:7][C:6]([NH:9][C:10]2[C:17]([C:18]3[N:26]=[C:25]([CH3:27])[N:24]=[C:23]4[C:19]=3[N:20]=[CH:21][NH:22]4)=[CH:16][C:13]([CH2:14][NH:34][CH2:35][C:36]3[CH:41]=[CH:40][CH:39]=[CH:38][N:37]=3)=[CH:12][N:11]=2)=[CH:5][CH:4]=1, predict the reactants needed to synthesize it. The reactants are: [CH3:1][O:2][C:3]1[N:8]=[CH:7][C:6]([NH:9][C:10]2[C:17]([C:18]3[N:26]=[C:25]([CH3:27])[N:24]=[C:23]4[C:19]=3[N:20]=[CH:21][N:22]4C3CCCCO3)=[CH:16][C:13]([CH:14]=O)=[CH:12][N:11]=2)=[CH:5][CH:4]=1.[NH2:34][CH2:35][C:36]1[CH:41]=[CH:40][CH:39]=[CH:38][N:37]=1.[BH4-].[Na+].Cl.C(O)(C(F)(F)F)=O. (2) Given the product [Cl:10][C:4]1[C:5]([O:9][C:16]2[CH:15]=[CH:14][N:13]=[C:12]([Cl:11])[CH:17]=2)=[CH:6][C:7]([F:8])=[C:2]([NH2:1])[CH:3]=1, predict the reactants needed to synthesize it. The reactants are: [NH2:1][C:2]1[C:7]([F:8])=[CH:6][C:5]([OH:9])=[C:4]([Cl:10])[CH:3]=1.[Cl:11][C:12]1[CH:17]=[C:16](Cl)[CH:15]=[CH:14][N:13]=1.C([O-])([O-])=O.[K+].[K+].O. (3) Given the product [C:18]([O:22][C:23](=[O:29])[NH:24][C:25]1[N:27]([CH3:28])[C:3](=[O:17])[CH2:4][C@@:5]([CH3:6])([C:7]2[CH:12]=[CH:11][CH:10]=[C:9]([N+:13]([O-:15])=[O:14])[CH:8]=2)[N:16]=1)([CH3:21])([CH3:20])[CH3:19], predict the reactants needed to synthesize it. The reactants are: CO[C:3](=[O:17])[CH2:4][C@:5]([NH2:16])([C:7]1[CH:12]=[CH:11][CH:10]=[C:9]([N+:13]([O-:15])=[O:14])[CH:8]=1)[CH3:6].[C:18]([O:22][C:23](=[O:29])[NH:24][C:25]([NH:27][CH3:28])=S)([CH3:21])([CH3:20])[CH3:19].